Dataset: Forward reaction prediction with 1.9M reactions from USPTO patents (1976-2016). Task: Predict the product of the given reaction. (1) Given the reactants [Cl:1][C:2]1[N:3]=[CH:4][C:5]2[NH:11][C:10](=[O:12])[C:9]([F:14])([F:13])[CH2:8][N:7]([CH2:15][C:16]3[CH:21]=[CH:20][C:19]([O:22][CH3:23])=[CH:18][CH:17]=3)[C:6]=2[N:24]=1.[C:25](=O)([O-])[O-].[Cs+].[Cs+].IC, predict the reaction product. The product is: [Cl:1][C:2]1[N:3]=[CH:4][C:5]2[N:11]([CH3:25])[C:10](=[O:12])[C:9]([F:14])([F:13])[CH2:8][N:7]([CH2:15][C:16]3[CH:17]=[CH:18][C:19]([O:22][CH3:23])=[CH:20][CH:21]=3)[C:6]=2[N:24]=1. (2) Given the reactants [Cl:1][C:2]1[N:7]=[C:6]([C:8]2[S:12][C:11]([N:13]3[CH2:18][CH2:17][O:16][CH2:15][CH2:14]3)=[N:10][C:9]=2[C:19]2[C:20]([F:27])=[C:21]([CH:23]=[CH:24][C:25]=2[F:26])[NH2:22])[CH:5]=[CH:4][N:3]=1.[F:28][C:29]1[CH:34]=[CH:33][C:32]([F:35])=[CH:31][C:30]=1[S:36](Cl)(=[O:38])=[O:37], predict the reaction product. The product is: [Cl:1][C:2]1[N:7]=[C:6]([C:8]2[S:12][C:11]([N:13]3[CH2:14][CH2:15][O:16][CH2:17][CH2:18]3)=[N:10][C:9]=2[C:19]2[C:20]([F:27])=[C:21]([NH:22][S:36]([C:30]3[CH:31]=[C:32]([F:35])[CH:33]=[CH:34][C:29]=3[F:28])(=[O:38])=[O:37])[CH:23]=[CH:24][C:25]=2[F:26])[CH:5]=[CH:4][N:3]=1. (3) Given the reactants [Br:1][C:2]1[CH:3]=[C:4]2[C:9](=[CH:10][CH:11]=1)[CH:8]=[N:7][CH:6]=[CH:5]2.ClC1C=C(C(OO)=[O:20])C=CC=1.C([O-])(O)=O.[Na+], predict the reaction product. The product is: [Br:1][C:2]1[CH:3]=[C:4]2[C:9](=[CH:10][CH:11]=1)[CH:8]=[N+:7]([O-:20])[CH:6]=[CH:5]2. (4) The product is: [OH:1][C:2]1[CH:11]=[CH:10][C:9]([NH:12][C:13](=[O:33])[CH2:14][CH2:15][CH2:16]/[CH:17]=[CH:18]\[CH2:19]/[CH:20]=[CH:21]\[CH2:22]/[CH:23]=[CH:24]\[CH2:25]/[CH:26]=[CH:27]\[CH2:28][CH2:29][CH2:30][CH2:31][CH3:32])=[CH:8][C:3]=1[C:4]([OH:6])=[O:5]. Given the reactants [OH:1][C:2]1[CH:11]=[CH:10][C:9]([NH:12][C:13](=[O:33])[CH2:14][CH2:15][CH2:16]/[CH:17]=[CH:18]\[CH2:19]/[CH:20]=[CH:21]\[CH2:22]/[CH:23]=[CH:24]\[CH2:25]/[CH:26]=[CH:27]\[CH2:28][CH2:29][CH2:30][CH2:31][CH3:32])=[CH:8][C:3]=1[C:4]([O:6]C)=[O:5], predict the reaction product. (5) Given the reactants [O:1]1[CH2:5][CH2:4][CH:3]([C:6]([OH:8])=O)[CH2:2]1.[CH2:9]([C@H:16]1[CH2:20][NH:19][C@H:18]([C:21]([NH:23][C:24]2[CH:29]=[CH:28][C:27]([O:30][C:31]3[CH:36]=[CH:35][C:34]([F:37])=[CH:33][CH:32]=3)=[CH:26][CH:25]=2)=[O:22])[CH2:17]1)[C:10]1[CH:15]=[CH:14][CH:13]=[CH:12][CH:11]=1, predict the reaction product. The product is: [CH2:9]([C@H:16]1[CH2:20][N:19]([C:6]([CH:3]2[CH2:4][CH2:5][O:1][CH2:2]2)=[O:8])[C@H:18]([C:21]([NH:23][C:24]2[CH:29]=[CH:28][C:27]([O:30][C:31]3[CH:32]=[CH:33][C:34]([F:37])=[CH:35][CH:36]=3)=[CH:26][CH:25]=2)=[O:22])[CH2:17]1)[C:10]1[CH:11]=[CH:12][CH:13]=[CH:14][CH:15]=1.